Dataset: Peptide-MHC class I binding affinity with 185,985 pairs from IEDB/IMGT. Task: Regression. Given a peptide amino acid sequence and an MHC pseudo amino acid sequence, predict their binding affinity value. This is MHC class I binding data. The peptide sequence is HTQGYFPDWQ. The MHC is HLA-A02:03 with pseudo-sequence HLA-A02:03. The binding affinity (normalized) is 0.